Dataset: Reaction yield outcomes from USPTO patents with 853,638 reactions. Task: Predict the reaction yield, written as a fraction of the theoretical maximum amount of product (1.0 means a 100% yield; for example, 0.34 means a 34% yield). (1) The reactants are [Cl:1][C:2]1[CH:3]=[C:4]([C:8]([NH:10][C@@H:11]2[CH2:16][CH2:15][N:14]([C:17]3[S:18][C:19]([C:28]([O:30]C)=[O:29])=[C:20]([C:22]4[N:26]([CH3:27])[N:25]=[CH:24][N:23]=4)[N:21]=3)[CH2:13][C@@H:12]2[O:32][CH2:33][CH2:34][CH3:35])=[O:9])[NH:5][C:6]=1[CH3:7].[OH-].[Na+]. The catalyst is CO. The product is [Cl:1][C:2]1[CH:3]=[C:4]([C:8]([NH:10][C@H:11]2[CH2:16][CH2:15][N:14]([C:17]3[S:18][C:19]([C:28]([OH:30])=[O:29])=[C:20]([C:22]4[N:26]([CH3:27])[N:25]=[CH:24][N:23]=4)[N:21]=3)[CH2:13][C@H:12]2[O:32][CH2:33][CH2:34][CH3:35])=[O:9])[NH:5][C:6]=1[CH3:7]. The yield is 0.750. (2) The reactants are [CH3:1][O:2][C:3]([C@H:5]1[N:9]2[C:10](=[O:31])[C:11]([N+:28]([O-:30])=[O:29])=[C:12]([CH2:17][C:18]3[C:27]4[C:22](=CC=CC=4)[CH:21]=[CH:20]C=3)[C:13]([CH:14]3[CH2:16][CH2:15]3)=[C:8]2[S:7][CH2:6]1)=[O:4].COC([C@H]1N2C(=O)C=C(CCCCCC)C([C:45]3C=CC=[C:47]([C:51]([F:54])([F:53])[F:52])[CH:46]=3)=C2SC1)=O.N([O-])=O.[Na+].C(O)(C(F)(F)F)=O. The catalyst is C(Cl)Cl. The product is [CH3:1][O:2][C:3]([C@H:5]1[N:9]2[C:10](=[O:31])[C:11]([N+:28]([O-:30])=[O:29])=[C:12]([CH2:17][CH2:18][CH2:27][CH2:22][CH2:21][CH3:20])[C:13]([C:14]3[CH:15]=[CH:45][CH:46]=[C:47]([C:51]([F:54])([F:53])[F:52])[CH:16]=3)=[C:8]2[S:7][CH2:6]1)=[O:4]. The yield is 0.650. (3) The reactants are O[CH2:2][C:3]1[CH:14]=[N:13][C:6]2[N:7]([CH3:12])[CH2:8][C:9](=[O:11])[NH:10][C:5]=2[CH:4]=1.[I-].C(C[P+](C)(C)C)#N.C(N(C(C)C)C(C)C)C.Cl.[Cl:33][C:34]1[CH:39]=[CH:38][C:37]([N:40]2[CH2:45][CH2:44][NH:43][CH2:42][CH2:41]2)=[CH:36][CH:35]=1. The product is [Cl:33][C:34]1[CH:35]=[CH:36][C:37]([N:40]2[CH2:45][CH2:44][N:43]([CH2:2][C:3]3[CH:14]=[N:13][C:6]4[N:7]([CH3:12])[CH2:8][C:9](=[O:11])[NH:10][C:5]=4[CH:4]=3)[CH2:42][CH2:41]2)=[CH:38][CH:39]=1. The catalyst is C(#N)CC.O. The yield is 0.0800.